Dataset: Reaction yield outcomes from USPTO patents with 853,638 reactions. Task: Predict the reaction yield, written as a fraction of the theoretical maximum amount of product (1.0 means a 100% yield; for example, 0.34 means a 34% yield). (1) The reactants are [O-]S([O-])=O.[Na+].[Na+].C([O-])(O)=O.[Na+].[CH3:12][C:13]1[CH:14]=[C:15]([S:20](Cl)(=[O:22])=[O:21])[CH:16]=[C:17]([CH3:19])[CH:18]=1.Cl[CH2:25]C(O)=O.[OH-].[Na+].Cl. The catalyst is O. The product is [CH3:12][C:13]1[CH:14]=[C:15]([S:20]([CH3:25])(=[O:22])=[O:21])[CH:16]=[C:17]([CH3:19])[CH:18]=1. The yield is 0.840. (2) The catalyst is ClCCCl. The yield is 0.140. The reactants are [Cl:1][C:2]1[N:10]=[C:9]2[C:5]([N:6]=[C:7]([CH:12]=O)[N:8]2[CH3:11])=[C:4]([N:14]2[CH2:19][CH2:18][O:17][CH2:16][CH2:15]2)[N:3]=1.[C@H:20]12[CH2:26][C@H:23]([NH:24][CH2:25]1)[CH2:22][N:21]2[C:27]([CH3:31])([CH3:30])[CH2:28][OH:29].C(O[BH-](OC(=O)C)OC(=O)C)(=O)C.[Na+]. The product is [Cl:1][C:2]1[N:10]=[C:9]2[C:5]([N:6]=[C:7]([CH2:12][N:24]3[CH2:25][C@@H:20]4[CH2:26][C@H:23]3[CH2:22][N:21]4[C:27]([CH3:31])([CH3:30])[CH2:28][OH:29])[N:8]2[CH3:11])=[C:4]([N:14]2[CH2:19][CH2:18][O:17][CH2:16][CH2:15]2)[N:3]=1. (3) The reactants are C(NC(C)C)(C)C.[Li]CCCC.[Cl:13][C:14]1[CH:19]=[CH:18][C:17]([C:20]2[S:21][CH:22]=[CH:23][N:24]=2)=[CH:16][CH:15]=1.[N:25]1[CH:30]=[CH:29][C:28]([C:31](=[O:33])[CH3:32])=[CH:27][CH:26]=1. The catalyst is C1COCC1. The product is [Cl:13][C:14]1[CH:15]=[CH:16][C:17]([C:20]2[S:21][C:22]([C:31]([C:28]3[CH:29]=[CH:30][N:25]=[CH:26][CH:27]=3)([OH:33])[CH3:32])=[CH:23][N:24]=2)=[CH:18][CH:19]=1. The yield is 0.310. (4) The reactants are CS(O[C@H:6]1[CH2:11][CH2:10][C@H:9]([C:12]2[CH:20]=[CH:19][C:18]([NH:21][C:22]3[C:27]([C:28]([F:31])([F:30])[F:29])=[CH:26][N:25]=[C:24]([NH:32][C:33]4[CH:38]=[CH:37][C:36]([CH2:39][P:40]([O:45][CH2:46][CH3:47])([O:42][CH2:43][CH3:44])=[O:41])=[CH:35][C:34]=4[O:48][CH3:49])[N:23]=3)=[C:17]3[C:13]=2[CH2:14][N:15]([CH3:51])[C:16]3=[O:50])[CH2:8][CH2:7]1)(=O)=O.[CH3:52][N:53](C=O)C. No catalyst specified. The product is [C:52]([C@@H:6]1[CH2:11][CH2:10][C@H:9]([C:12]2[CH:20]=[CH:19][C:18]([NH:21][C:22]3[C:27]([C:28]([F:30])([F:29])[F:31])=[CH:26][N:25]=[C:24]([NH:32][C:33]4[CH:38]=[CH:37][C:36]([CH2:39][P:40](=[O:41])([O:42][CH2:43][CH3:44])[O:45][CH2:46][CH3:47])=[CH:35][C:34]=4[O:48][CH3:49])[N:23]=3)=[C:17]3[C:13]=2[CH2:14][N:15]([CH3:51])[C:16]3=[O:50])[CH2:8][CH2:7]1)#[N:53]. The yield is 0.317.